From a dataset of TCR-epitope binding with 47,182 pairs between 192 epitopes and 23,139 TCRs. Binary Classification. Given a T-cell receptor sequence (or CDR3 region) and an epitope sequence, predict whether binding occurs between them. Result: 1 (the TCR binds to the epitope). The TCR CDR3 sequence is CASSEGGGLPSYEQYF. The epitope is QYDPVAALF.